Dataset: Full USPTO retrosynthesis dataset with 1.9M reactions from patents (1976-2016). Task: Predict the reactants needed to synthesize the given product. (1) Given the product [CH3:1][CH2:2][O:3][C:4]1[N:12]([CH2:13][C:14]2[CH:19]=[CH:18][C:17]([C:20]3[CH:21]=[CH:22][CH:23]=[CH:24][C:25]=3[C:26]3[N:27]=[C:28]([OH:31])[O:29][N:30]=3)=[CH:16][CH:15]=2)[C:11]2[C:10]([C:32]([OH:34])=[O:33])=[CH:9][CH:8]=[CH:7][C:6]=2[N:5]=1.[OH:35][CH2:36][CH2:37][N+:38]([CH3:41])([CH3:40])[CH3:39], predict the reactants needed to synthesize it. The reactants are: [CH3:1][CH2:2][O:3][C:4]1[N:12]([CH2:13][C:14]2[CH:15]=[CH:16][C:17]([C:20]3[CH:21]=[CH:22][CH:23]=[CH:24][C:25]=3[C:26]3[N:27]=[C:28]([OH:31])[O:29][N:30]=3)=[CH:18][CH:19]=2)[C:11]2[C:10]([C:32]([OH:34])=[O:33])=[CH:9][CH:8]=[CH:7][C:6]=2[N:5]=1.[OH:35][CH2:36][CH2:37][N+:38]([CH3:41])([CH3:40])[CH3:39]. (2) Given the product [CH3:1][C:2]1[N:7]=[C:6]([C:8]2[CH:13]=[CH:12][CH:11]=[CH:10][CH:9]=2)[C:5]([NH:14][C:25](=[O:26])[O:27][C:28]2[CH:33]=[CH:32][CH:31]=[CH:30][CH:29]=2)=[CH:4][N:3]=1, predict the reactants needed to synthesize it. The reactants are: [CH3:1][C:2]1[N:7]=[C:6]([C:8]2[CH:13]=[CH:12][CH:11]=[CH:10][CH:9]=2)[C:5]([NH2:14])=[CH:4][N:3]=1.CCN(C(C)C)C(C)C.Cl[C:25]([O:27][C:28]1[CH:33]=[CH:32][CH:31]=[CH:30][CH:29]=1)=[O:26].C([O-])(O)=O.[Na+]. (3) Given the product [CH3:16][C:5]1([C:10]#[C:11][Si:12]([CH3:15])([CH3:14])[CH3:13])[CH2:4][C:3]2[CH:2]=[N:18][O:9][C:8]=2[CH:7]=[CH:6]1, predict the reactants needed to synthesize it. The reactants are: O[CH:2]=[C:3]1[C:8](=[O:9])[CH:7]=[CH:6][C:5]([CH3:16])([C:10]#[C:11][Si:12]([CH3:15])([CH3:14])[CH3:13])[CH2:4]1.Cl.[NH2:18]O. (4) Given the product [F:32][CH:30]([F:31])[C:22]1[C:23]2[C:28](=[CH:27][C:26]([F:29])=[CH:25][CH:24]=2)[N:20]([S:17]([C:15]2[CH:14]=[CH:13][C:12]([O:33][CH2:34][C:35]([F:38])([F:37])[F:36])=[C:11]([N:8]3[CH2:9][CH2:10][NH:5][CH2:6][CH2:7]3)[CH:16]=2)(=[O:18])=[O:19])[CH:21]=1, predict the reactants needed to synthesize it. The reactants are: ClC(Cl)(Cl)C([N:5]1[CH2:10][CH2:9][N:8]([C:11]2[CH:16]=[C:15]([S:17]([N:20]3[C:28]4[C:23](=[CH:24][CH:25]=[C:26]([F:29])[CH:27]=4)[C:22]([CH:30]([F:32])[F:31])=[CH:21]3)(=[O:19])=[O:18])[CH:14]=[CH:13][C:12]=2[O:33][CH2:34][C:35]([F:38])([F:37])[F:36])[CH2:7][CH2:6]1)=O.[OH-].[K+]. (5) Given the product [NH2:35][C@@H:7]([CH2:6][C:4]1[NH:3][CH:2]=[N:1][CH:5]=1)[C:8]([N:9]1[CH2:14][CH2:13][CH:12]([C:15]2[S:16][CH:17]=[C:18]([C:20]3[CH:29]=[CH:28][C:27]4[C:26]([CH3:31])([CH3:30])[CH2:25][CH2:24][C:23]([CH3:32])([CH3:33])[C:22]=4[CH:21]=3)[N:19]=2)[CH2:11][CH2:10]1)=[O:34], predict the reactants needed to synthesize it. The reactants are: [N:1]1[CH:5]=[C:4]([CH2:6][C@H:7]([NH:35]C(=O)OC(C)(C)C)[C:8](=[O:34])[N:9]2[CH2:14][CH2:13][CH:12]([C:15]3[S:16][CH:17]=[C:18]([C:20]4[CH:29]=[CH:28][C:27]5[C:26]([CH3:31])([CH3:30])[CH2:25][CH2:24][C:23]([CH3:33])([CH3:32])[C:22]=5[CH:21]=4)[N:19]=3)[CH2:11][CH2:10]2)[NH:3][CH:2]=1.FC(F)(F)C(O)=O.